The task is: Predict the product of the given reaction.. This data is from Forward reaction prediction with 1.9M reactions from USPTO patents (1976-2016). (1) Given the reactants [CH:1]1([Mg]Br)[CH2:3][CH2:2]1.[Cl:6][C:7]1[CH:12]=[CH:11][C:10]([C:13]2[N:14]=[C:15]([C:18]([CH3:26])([CH3:25])[C:19](N(OC)C)=[O:20])[S:16][CH:17]=2)=[CH:9][CH:8]=1, predict the reaction product. The product is: [Cl:6][C:7]1[CH:12]=[CH:11][C:10]([C:13]2[N:14]=[C:15]([C:18]([CH3:26])([CH3:25])[C:19]([CH:1]3[CH2:3][CH2:2]3)=[O:20])[S:16][CH:17]=2)=[CH:9][CH:8]=1. (2) Given the reactants [C:1]([O:5][C:6](=[O:32])[CH2:7][CH2:8][N:9]1[CH2:18][CH2:17][C:16]2[C:11](=[CH:12][CH:13]=[C:14]([CH2:19][O:20][C:21]3[CH:26]=[CH:25][C:24](Cl)=[C:23]([C:28]([F:31])([F:30])[F:29])[CH:22]=3)[CH:15]=2)[CH2:10]1)([CH3:4])([CH3:3])[CH3:2].[C:33]1(B(O)O)[CH:38]=[CH:37][CH:36]=[CH:35][CH:34]=1.C1(P(C2C=CC=CC=2C2C=CC=CC=2)C2CCCCC2)CCCCC1.[F-].[K+], predict the reaction product. The product is: [C:1]([O:5][C:6](=[O:32])[CH2:7][CH2:8][N:9]1[CH2:18][CH2:17][C:16]2[C:11](=[CH:12][CH:13]=[C:14]([CH2:19][O:20][C:21]3[CH:26]=[CH:25][C:24]([C:33]4[CH:38]=[CH:37][CH:36]=[CH:35][CH:34]=4)=[C:23]([C:28]([F:31])([F:30])[F:29])[CH:22]=3)[CH:15]=2)[CH2:10]1)([CH3:4])([CH3:3])[CH3:2]. (3) Given the reactants [C:1]([O:5][C:6]([N:8]1[CH2:17][CH2:16][C:15]2[C:10](=[CH:11][CH:12]=[C:13](OS(C(F)(F)F)(=O)=O)[CH:14]=2)[CH2:9]1)=[O:7])([CH3:4])([CH3:3])[CH3:2].[CH:26]1([N:31]2[CH2:36][CH2:35][NH:34][CH2:33][CH2:32]2)[CH2:30][CH2:29][CH2:28][CH2:27]1.C1C=CC(P(C2C(C3C(P(C4C=CC=CC=4)C4C=CC=CC=4)=CC=C4C=3C=CC=C4)=C3C(C=CC=C3)=CC=2)C2C=CC=CC=2)=CC=1.CC(C)([O-])C.[Na+], predict the reaction product. The product is: [C:1]([O:5][C:6]([N:8]1[CH2:17][CH2:16][C:15]2[C:10](=[CH:11][CH:12]=[C:13]([N:34]3[CH2:35][CH2:36][N:31]([CH:26]4[CH2:30][CH2:29][CH2:28][CH2:27]4)[CH2:32][CH2:33]3)[CH:14]=2)[CH2:9]1)=[O:7])([CH3:4])([CH3:3])[CH3:2].